Dataset: Catalyst prediction with 721,799 reactions and 888 catalyst types from USPTO. Task: Predict which catalyst facilitates the given reaction. (1) Reactant: C(N1C=CN=C1)(N1C=CN=C1)=O.C1COCC1.[O:18]=[C:19]1[N:23]([C:24]2[CH:29]=[CH:28][CH:27]=[CH:26][CH:25]=2)[CH2:22][CH:21]([C:30](O)=[O:31])[CH2:20]1.[BH4-].[Na+]. The catalyst class is: 6. Product: [OH:31][CH2:30][CH:21]1[CH2:22][N:23]([C:24]2[CH:29]=[CH:28][CH:27]=[CH:26][CH:25]=2)[C:19](=[O:18])[CH2:20]1. (2) Product: [F:1][C:2]1[CH:24]=[CH:23][CH:22]=[CH:21][C:3]=1[O:4][C:5]1[C:18](=[O:19])[N:17]([CH3:20])[C:8]2[N:9]=[C:10]([NH:25][CH2:26][CH2:27][OH:28])[N:11]=[CH:12][C:7]=2[CH:6]=1. The catalyst class is: 22. Reactant: [F:1][C:2]1[CH:24]=[CH:23][CH:22]=[CH:21][C:3]=1[O:4][C:5]1[C:18](=[O:19])[N:17]([CH3:20])[C:8]2[N:9]=[C:10](S(C)(=O)=O)[N:11]=[CH:12][C:7]=2[CH:6]=1.[NH2:25][CH2:26][CH2:27][OH:28]. (3) Reactant: [CH2:1]([C@@H:5]([C:12]([N:14]1[CH2:18][CH2:17][CH2:16][C@H:15]1[C:19]([O:21][C:22]([CH3:25])([CH3:24])[CH3:23])=[O:20])=[O:13])[C@H:6](O)[C:7]([O:9][CH3:10])=[O:8])[CH2:2][CH2:3][CH3:4].N1C=CC=CC=1.S(OS(C(F)(F)F)(=O)=O)(C(F)(F)[F:36])(=O)=O. Product: [CH2:1]([C@@H:5]([C:12]([N:14]1[CH2:18][CH2:17][CH2:16][C@H:15]1[C:19]([O:21][C:22]([CH3:25])([CH3:24])[CH3:23])=[O:20])=[O:13])[C@@H:6]([F:36])[C:7]([O:9][CH3:10])=[O:8])[CH2:2][CH2:3][CH3:4]. The catalyst class is: 2. (4) Reactant: Cl[C:2]1[CH:3]=[CH:4][C:5]2[N:6]=[CH:7][N:8]=[C:9]([NH:12][CH:13]3[CH2:18][CH2:17][O:16][CH2:15][CH2:14]3)[C:10]=2[N:11]=1.[Cl:19][C:20]1[C:25]([NH:26][S:27]([C:30]2[CH:35]=[CH:34][C:33]([F:36])=[CH:32][C:31]=2[F:37])(=[O:29])=[O:28])=[CH:24][C:23](B2OC(C)(C)C(C)(C)O2)=[CH:22][N:21]=1.C(=O)(O)[O-].[Na+]. Product: [Cl:19][C:20]1[C:25]([NH:26][S:27]([C:30]2[CH:35]=[CH:34][C:33]([F:36])=[CH:32][C:31]=2[F:37])(=[O:29])=[O:28])=[CH:24][C:23]([C:2]2[CH:3]=[CH:4][C:5]3[N:6]=[CH:7][N:8]=[C:9]([NH:12][CH:13]4[CH2:18][CH2:17][O:16][CH2:15][CH2:14]4)[C:10]=3[N:11]=2)=[CH:22][N:21]=1. The catalyst class is: 12. (5) Reactant: [OH:1][C:2]1[C:9]([OH:10])=[CH:8][C:5]([C:6]#[N:7])=[C:4]([CH:11]=[CH2:12])[C:3]=1[C:13]#[N:14]. Product: [CH2:11]([C:4]1[C:3]([C:13]#[N:14])=[C:2]([OH:1])[C:9]([OH:10])=[CH:8][C:5]=1[C:6]#[N:7])[CH3:12]. The catalyst class is: 19. (6) Reactant: [CH:1]1([NH:4][C:5](=[O:33])[NH:6][C:7]2[CH:31]=[CH:30][C:10]([O:11][C:12]3[CH:17]=[CH:16][N:15]=[C:14]4[CH:18]=[C:19]([C:21]5[CH:29]=[CH:28][C:24]([C:25]([OH:27])=O)=[CH:23][N:22]=5)[S:20][C:13]=34)=[C:9]([F:32])[CH:8]=2)[CH2:3][CH2:2]1.CC[N:36]([CH:40]([CH3:42])C)[CH:37]([CH3:39])C.N1CCCC1.CN(C(ON1N=NC2C=CC=NC1=2)=[N+](C)C)C.F[P-](F)(F)(F)(F)F. Product: [CH:1]1([NH:4][C:5]([NH:6][C:7]2[CH:31]=[CH:30][C:10]([O:11][C:12]3[CH:17]=[CH:16][N:15]=[C:14]4[CH:18]=[C:19]([C:21]5[CH:29]=[CH:28][C:24]([C:25]([N:36]6[CH2:37][CH2:39][CH2:42][CH2:40]6)=[O:27])=[CH:23][N:22]=5)[S:20][C:13]=34)=[C:9]([F:32])[CH:8]=2)=[O:33])[CH2:3][CH2:2]1. The catalyst class is: 3. (7) Reactant: [Cl:1][C:2]([O:4][CH:5](Cl)[CH3:6])=O.CO[CH:10]1[C:16]2[CH:17]=CC=[CH:20][C:15]=2[CH2:14][CH2:13][N:12](C)[CH2:11]1. Product: [ClH:1].[CH3:2][O:4][C:5]1[CH:6]=[CH:17][C:16]2[CH2:10][CH2:11][NH:12][CH2:13][CH2:14][C:15]=2[CH:20]=1. The catalyst class is: 26.